Dataset: NCI-60 drug combinations with 297,098 pairs across 59 cell lines. Task: Regression. Given two drug SMILES strings and cell line genomic features, predict the synergy score measuring deviation from expected non-interaction effect. Cell line: M14. Drug 2: C1=CN(C=N1)CC(O)(P(=O)(O)O)P(=O)(O)O. Drug 1: C1=CC(=C2C(=C1NCCNCCO)C(=O)C3=C(C=CC(=C3C2=O)O)O)NCCNCCO. Synergy scores: CSS=-2.39, Synergy_ZIP=-12.3, Synergy_Bliss=-26.4, Synergy_Loewe=-62.1, Synergy_HSA=-26.2.